From a dataset of Buchwald-Hartwig C-N cross coupling reaction yields with 55,370 reactions. Predict the reaction yield, written as a fraction of the theoretical maximum amount of product (1.0 means a 100% yield; for example, 0.34 means a 34% yield). (1) The reactants are Clc1ccccn1.Cc1ccc(N)cc1.O=S(=O)(O[Pd]1c2ccccc2-c2ccccc2N~1)C(F)(F)F.CC(C)c1cc(C(C)C)c(-c2ccccc2P(C2CCCCC2)C2CCCCC2)c(C(C)C)c1.CN(C)C(=NC(C)(C)C)N(C)C.c1ccc(-c2cnoc2)cc1. No catalyst specified. The product is Cc1ccc(Nc2ccccn2)cc1. The yield is 0.168. (2) The reactants are FC(F)(F)c1ccc(Br)cc1.Cc1ccc(N)cc1.O=S(=O)(O[Pd]1c2ccccc2-c2ccccc2N~1)C(F)(F)F.CC(C)c1cc(C(C)C)c(-c2ccccc2P(C2CCCCC2)C2CCCCC2)c(C(C)C)c1.CCN=P(N=P(N(C)C)(N(C)C)N(C)C)(N(C)C)N(C)C.Cc1cc(-n2cccc2)no1. No catalyst specified. The product is Cc1ccc(Nc2ccc(C(F)(F)F)cc2)cc1. The yield is 0.212. (3) The reactants are COc1ccc(Cl)cc1.Cc1ccc(N)cc1.O=S(=O)(O[Pd]1c2ccccc2-c2ccccc2N~1)C(F)(F)F.COc1ccc(OC)c(P([C@]23C[C@H]4C[C@H](C[C@H](C4)C2)C3)[C@]23C[C@H]4C[C@H](C[C@H](C4)C2)C3)c1-c1c(C(C)C)cc(C(C)C)cc1C(C)C.CCN=P(N=P(N(C)C)(N(C)C)N(C)C)(N(C)C)N(C)C.c1ccc(CN(Cc2ccccc2)c2ccon2)cc1. No catalyst specified. The product is COc1ccc(Nc2ccc(C)cc2)cc1. The yield is 0.0697. (4) The reactants are CCc1ccc(I)cc1.Cc1ccc(N)cc1.O=S(=O)(O[Pd]1c2ccccc2-c2ccccc2N~1)C(F)(F)F.CC(C)c1cc(C(C)C)c(-c2ccccc2P(C(C)(C)C)C(C)(C)C)c(C(C)C)c1.CN(C)C(=NC(C)(C)C)N(C)C.CCOC(=O)c1ccon1. No catalyst specified. The product is CCc1ccc(Nc2ccc(C)cc2)cc1. The yield is 0.590. (5) The reactants are COc1ccc(Cl)cc1.Cc1ccc(N)cc1.O=S(=O)(O[Pd]1c2ccccc2-c2ccccc2N~1)C(F)(F)F.COc1ccc(OC)c(P([C@]23C[C@H]4C[C@H](C[C@H](C4)C2)C3)[C@]23C[C@H]4C[C@H](C[C@H](C4)C2)C3)c1-c1c(C(C)C)cc(C(C)C)cc1C(C)C.CN1CCCN2CCCN=C12.c1ccc2oncc2c1. No catalyst specified. The product is COc1ccc(Nc2ccc(C)cc2)cc1. The yield is 0.00707. (6) The reactants are Brc1ccccn1.Cc1ccc(N)cc1.O=S(=O)(O[Pd]1c2ccccc2-c2ccccc2N~1)C(F)(F)F.COc1ccc(OC)c(P([C@]23C[C@H]4C[C@H](C[C@H](C4)C2)C3)[C@]23C[C@H]4C[C@H](C[C@H](C4)C2)C3)c1-c1c(C(C)C)cc(C(C)C)cc1C(C)C.CN(C)C(=NC(C)(C)C)N(C)C.Cc1ccon1. No catalyst specified. The product is Cc1ccc(Nc2ccccn2)cc1. The yield is 0.596. (7) No catalyst specified. The reactants are CCc1ccc(I)cc1.Cc1ccc(N)cc1.O=S(=O)(O[Pd]1c2ccccc2-c2ccccc2N~1)C(F)(F)F.CC(C)c1cc(C(C)C)c(-c2ccccc2P(C(C)(C)C)C(C)(C)C)c(C(C)C)c1.CN(C)C(=NC(C)(C)C)N(C)C.Cc1cc(-n2cccc2)no1. The yield is 0.595. The product is CCc1ccc(Nc2ccc(C)cc2)cc1.